This data is from Forward reaction prediction with 1.9M reactions from USPTO patents (1976-2016). The task is: Predict the product of the given reaction. Given the reactants FC1C(C(O)=O)=C([N:11]2[N:15]=[CH:14][CH:13]=[N:12]2)C(C)=CC=1.[F:17][C:18]1[C:19](I)=[C:20]([CH:24]=[C:25]([CH3:27])[CH:26]=1)[C:21]([OH:23])=[O:22], predict the reaction product. The product is: [F:17][C:18]1[C:19]([N:11]2[N:15]=[CH:14][CH:13]=[N:12]2)=[C:20]([CH:24]=[C:25]([CH3:27])[CH:26]=1)[C:21]([OH:23])=[O:22].